The task is: Predict the product of the given reaction.. This data is from Forward reaction prediction with 1.9M reactions from USPTO patents (1976-2016). (1) Given the reactants Cl[CH2:2][N:3]1[CH:8]=[CH:7][C:6]([NH:9][C:10](=[O:30])[C:11]2[CH:16]=[CH:15][C:14]([C:17]([F:20])([F:19])[F:18])=[CH:13][C:12]=2[O:21][C:22]2[CH:27]=[CH:26][C:25]([F:28])=[CH:24][C:23]=2[CH3:29])=[CH:5][C:4]1=[O:31].[C:32]([O:36][P:37]([O:44][K])([O:39][C:40]([CH3:43])([CH3:42])[CH3:41])=[O:38])([CH3:35])([CH3:34])[CH3:33], predict the reaction product. The product is: [P:37]([O:44][CH2:2][N:3]1[CH:8]=[CH:7][C:6]([NH:9][C:10](=[O:30])[C:11]2[CH:16]=[CH:15][C:14]([C:17]([F:20])([F:19])[F:18])=[CH:13][C:12]=2[O:21][C:22]2[CH:27]=[CH:26][C:25]([F:28])=[CH:24][C:23]=2[CH3:29])=[CH:5][C:4]1=[O:31])([O:36][C:32]([CH3:35])([CH3:34])[CH3:33])([O:39][C:40]([CH3:42])([CH3:43])[CH3:41])=[O:38]. (2) Given the reactants [CH2:1]([OH:6])[CH2:2][CH2:3][C:4]#[CH:5].[S:7](Cl)([C:10]1[CH:16]=[CH:15][C:13]([CH3:14])=[CH:12][CH:11]=1)(=[O:9])=[O:8].CCN(CC)CC, predict the reaction product. The product is: [CH3:14][C:13]1[CH:15]=[CH:16][C:10]([S:7]([O:6][CH2:1][CH2:2][CH2:3][C:4]#[CH:5])(=[O:9])=[O:8])=[CH:11][CH:12]=1.